This data is from Merck oncology drug combination screen with 23,052 pairs across 39 cell lines. The task is: Regression. Given two drug SMILES strings and cell line genomic features, predict the synergy score measuring deviation from expected non-interaction effect. (1) Drug 1: CCN(CC)CCNC(=O)c1c(C)[nH]c(C=C2C(=O)Nc3ccc(F)cc32)c1C. Drug 2: Cc1nc(Nc2ncc(C(=O)Nc3c(C)cccc3Cl)s2)cc(N2CCN(CCO)CC2)n1. Cell line: SKMEL30. Synergy scores: synergy=1.57. (2) Drug 1: O=C(O)C1(Cc2cccc(Nc3nccs3)n2)CCC(Oc2cccc(Cl)c2F)CC1. Drug 2: CCc1c2c(nc3ccc(O)cc13)-c1cc3c(c(=O)n1C2)COC(=O)C3(O)CC. Cell line: NCIH1650. Synergy scores: synergy=-5.16. (3) Drug 1: NC(=O)c1cccc2cn(-c3ccc(C4CCCNC4)cc3)nc12. Drug 2: C#Cc1cccc(Nc2ncnc3cc(OCCOC)c(OCCOC)cc23)c1. Cell line: ES2. Synergy scores: synergy=-8.09.